This data is from Full USPTO retrosynthesis dataset with 1.9M reactions from patents (1976-2016). The task is: Predict the reactants needed to synthesize the given product. (1) Given the product [N:11]1([C:2]2[C:10]3[C:5](=[CH:6][CH:7]=[CH:8][CH:9]=3)[NH:4][N:3]=2)[CH2:16][CH2:15][NH:14][CH2:13][CH2:12]1, predict the reactants needed to synthesize it. The reactants are: Cl[C:2]1[C:10]2[C:5](=[CH:6][CH:7]=[CH:8][CH:9]=2)[NH:4][N:3]=1.[NH:11]1[CH2:16][CH2:15][NH:14][CH2:13][CH2:12]1. (2) Given the product [CH3:1][O:2][C:3]1[C:8]2[N:9]=[C:10]([NH:12][C:19](=[O:23])[CH:20]([CH3:22])[CH3:21])[S:11][C:7]=2[C:6]([N:13]2[CH2:18][CH2:17][O:16][CH2:15][CH2:14]2)=[CH:5][CH:4]=1, predict the reactants needed to synthesize it. The reactants are: [CH3:1][O:2][C:3]1[C:8]2[N:9]=[C:10]([NH2:12])[S:11][C:7]=2[C:6]([N:13]2[CH2:18][CH2:17][O:16][CH2:15][CH2:14]2)=[CH:5][CH:4]=1.[C:19](Cl)(=[O:23])[CH:20]([CH3:22])[CH3:21]. (3) Given the product [ClH:43].[F:42][CH:2]([F:1])[O:3][C:4]1[CH:5]=[C:6]([S:10]([N:13]2[C:21]3[C:16](=[CH:17][CH:18]=[C:19]([C:22]4[C:23]([C:28]([F:31])([F:30])[F:29])=[N:24][CH:25]=[CH:26][CH:27]=4)[CH:20]=3)[C:15]([CH2:32][NH:33][CH3:34])=[CH:14]2)(=[O:12])=[O:11])[CH:7]=[CH:8][CH:9]=1, predict the reactants needed to synthesize it. The reactants are: [F:1][CH:2]([F:42])[O:3][C:4]1[CH:5]=[C:6]([S:10]([N:13]2[C:21]3[C:16](=[CH:17][CH:18]=[C:19]([C:22]4[C:23]([C:28]([F:31])([F:30])[F:29])=[N:24][CH:25]=[CH:26][CH:27]=4)[CH:20]=3)[C:15]([CH2:32][N:33](C)[C:34](=O)OC(C)(C)C)=[CH:14]2)(=[O:12])=[O:11])[CH:7]=[CH:8][CH:9]=1.[ClH:43].CO. (4) Given the product [Cl:25][C:24]1[CH:23]=[N:22][CH:21]=[C:20]([Cl:26])[C:19]=1[NH:18][C:16]([C:10]1[C:9]2[CH:5]([CH2:4][C:1]([NH:34][CH2:33][C:29]3[CH:28]=[N:27][CH:32]=[CH:31][CH:30]=3)=[O:3])[CH2:6][O:7][C:8]=2[C:13]([O:14][CH3:15])=[CH:12][CH:11]=1)=[O:17], predict the reactants needed to synthesize it. The reactants are: [C:1]([CH2:4][CH:5]1[C:9]2[C:10]([C:16]([NH:18][C:19]3[C:24]([Cl:25])=[CH:23][N:22]=[CH:21][C:20]=3[Cl:26])=[O:17])=[CH:11][CH:12]=[C:13]([O:14][CH3:15])[C:8]=2[O:7][CH2:6]1)([OH:3])=O.[N:27]1[CH:32]=[CH:31][CH:30]=[C:29]([CH2:33][NH2:34])[CH:28]=1. (5) Given the product [CH3:26][O:27][CH2:28][O:29][C:30]1[C:37]([CH3:38])=[CH:36][C:33](/[CH:34]=[CH:2]/[C:3]2[CH:4]=[C:5]([CH:11]=[CH:12][CH:13]=2)[C:6]([O:8][CH2:9][CH3:10])=[O:7])=[CH:32][C:31]=1[CH3:39], predict the reactants needed to synthesize it. The reactants are: Cl[CH2:2][C:3]1[CH:4]=[C:5]([CH:11]=[CH:12][CH:13]=1)[C:6]([O:8][CH2:9][CH3:10])=[O:7].C(OP(OCC)OCC)C.[H-].[Na+].[CH3:26][O:27][CH2:28][O:29][C:30]1[C:37]([CH3:38])=[CH:36][C:33]([CH:34]=O)=[CH:32][C:31]=1[CH3:39]. (6) The reactants are: COC1C=CC(P2(SP(C3C=CC(OC)=CC=3)(=S)S2)=[S:10])=CC=1.[CH3:23][Si:24]([CH3:52])([CH3:51])[C:25]1[CH:26]=[C:27]([CH:44]=[C:45]([Si:47]([CH3:50])([CH3:49])[CH3:48])[CH:46]=1)[C:28]([NH:30][C:31]1[CH:36]=[CH:35][C:34]([CH2:37][CH2:38][C:39]([O:41]CC)=[O:40])=[CH:33][CH:32]=1)=O. Given the product [CH3:23][Si:24]([CH3:52])([CH3:51])[C:25]1[CH:26]=[C:27]([C:28]([NH:30][C:31]2[CH:36]=[CH:35][C:34]([CH2:37][CH2:38][C:39]([OH:41])=[O:40])=[CH:33][CH:32]=2)=[S:10])[CH:44]=[C:45]([Si:47]([CH3:50])([CH3:49])[CH3:48])[CH:46]=1, predict the reactants needed to synthesize it.